This data is from Full USPTO retrosynthesis dataset with 1.9M reactions from patents (1976-2016). The task is: Predict the reactants needed to synthesize the given product. (1) Given the product [CH3:1][O:2][C:3]([C:5]1[S:6][C:7]([C:12]([CH3:15])([CH3:14])[CH3:13])=[CH:8][C:9]=1[CH2:10][NH:20][CH2:19][C:18]1[CH:21]=[CH:22][C:23]([C:25]2[CH:30]=[C:29]([C:31]3[CH:32]=[N:33][N:34]([CH3:36])[CH:35]=3)[N:28]=[C:27]([O:37][CH3:38])[CH:26]=2)=[CH:24][C:17]=1[F:16])=[O:4], predict the reactants needed to synthesize it. The reactants are: [CH3:1][O:2][C:3]([C:5]1[S:6][C:7]([C:12]([CH3:15])([CH3:14])[CH3:13])=[CH:8][C:9]=1[CH2:10]Br)=[O:4].[F:16][C:17]1[CH:24]=[C:23]([C:25]2[CH:30]=[C:29]([C:31]3[CH:32]=[N:33][N:34]([CH3:36])[CH:35]=3)[N:28]=[C:27]([O:37][CH3:38])[CH:26]=2)[CH:22]=[CH:21][C:18]=1[CH2:19][NH2:20].C([O-])([O-])=O.[Cs+].[Cs+]. (2) Given the product [CH2:36]([O:35][C:29](=[O:34])[CH2:30][C:31]([NH:27][C@@H:21]([CH2:20][N:10]([C:9]([O:8][CH2:1][C:2]1[CH:7]=[CH:6][CH:5]=[CH:4][CH:3]=1)=[O:28])[CH2:11][C:12]1[CH:17]=[CH:16][C:15]([CH3:18])=[CH:14][C:13]=1[CH3:19])[C@@H:22]([OH:26])[CH2:23][CH2:24][CH3:25])=[O:32])[C:37]1[CH:42]=[CH:41][CH:40]=[CH:39][CH:38]=1, predict the reactants needed to synthesize it. The reactants are: [CH2:1]([O:8][C:9](=[O:28])[N:10]([CH2:20][C@H:21]([NH2:27])[C@@H:22]([OH:26])[CH2:23][CH2:24][CH3:25])[CH2:11][C:12]1[CH:17]=[CH:16][C:15]([CH3:18])=[CH:14][C:13]=1[CH3:19])[C:2]1[CH:7]=[CH:6][CH:5]=[CH:4][CH:3]=1.[C:29]([O:35][CH2:36][C:37]1[CH:42]=[CH:41][CH:40]=[CH:39][CH:38]=1)(=[O:34])[CH2:30][C:31]([O-])=[O:32].C(N(CC)C(C)C)(C)C.CN(C(ON1N=NC2C=CC=NC1=2)=[N+](C)C)C.F[P-](F)(F)(F)(F)F. (3) The reactants are: C1O[C:9]2C=CC(N)=[CH:4][C:3]=2O1.C(OC)(=O)C(C)=O.[CH3:18][O:19][C:20](=[O:33])[C@H:21]([CH3:32])[NH:22][C:23]1[CH:28]=[CH:27][C:26]2[O:29][CH2:30][O:31][C:25]=2[CH:24]=1. Given the product [CH2:18]([O:19][C:20](=[O:33])[C@H:21]([CH3:32])[NH:22][C:23]1[CH:28]=[CH:27][C:26]2[O:29][CH2:30][O:31][C:25]=2[CH:24]=1)[CH:3]([CH3:4])[CH3:9], predict the reactants needed to synthesize it. (4) Given the product [C:2]1([C:21]2[CH:26]=[CH:25][CH:24]=[CH:23][CH:22]=2)[CH:7]=[CH:6][CH:5]=[C:4]([S:8]([NH:11][C:12]2[CH:16]=[CH:15][S:14][C:13]=2[C:17]([O:19][CH3:20])=[O:18])(=[O:10])=[O:9])[CH:3]=1, predict the reactants needed to synthesize it. The reactants are: Br[C:2]1[CH:3]=[C:4]([S:8]([NH:11][C:12]2[CH:16]=[CH:15][S:14][C:13]=2[C:17]([O:19][CH3:20])=[O:18])(=[O:10])=[O:9])[CH:5]=[CH:6][CH:7]=1.[C:21]1(B(O)O)[CH:26]=[CH:25][CH:24]=[CH:23][CH:22]=1.C(=O)(O)[O-].[Na+].